From a dataset of Catalyst prediction with 721,799 reactions and 888 catalyst types from USPTO. Predict which catalyst facilitates the given reaction. (1) Reactant: C1(C2[O:12][CH2:11][CH:10]([O:13][C:14]3[N:19]=[C:18]([NH:20][C:21]([C:23]4[N:27]5[N:28]=[C:29]([C:32]6[CH:37]=[CH:36][CH:35]=[CH:34][C:33]=6[C:38]([F:41])([F:40])[F:39])[CH:30]=[CH:31][C:26]5=[N:25][CH:24]=4)=[O:22])[CH:17]=[CH:16][CH:15]=3)[CH2:9][O:8]2)C=CC=CC=1.Cl. Product: [OH:8][CH2:9][CH:10]([O:13][C:14]1[N:19]=[C:18]([NH:20][C:21]([C:23]2[N:27]3[N:28]=[C:29]([C:32]4[CH:37]=[CH:36][CH:35]=[CH:34][C:33]=4[C:38]([F:40])([F:41])[F:39])[CH:30]=[CH:31][C:26]3=[N:25][CH:24]=2)=[O:22])[CH:17]=[CH:16][CH:15]=1)[CH2:11][OH:12]. The catalyst class is: 14. (2) Reactant: [Br:1][C:2]1[CH:7]=[C:6]([F:8])[C:5]([F:9])=[CH:4][C:3]=1[CH2:10]Cl.C(=O)([O-])[O-].[Cs+].[Cs+].[CH3:18][CH:19]1[CH2:23][CH2:22][CH:21]([CH3:24])[NH:20]1. Product: [Br:1][C:2]1[CH:7]=[C:6]([F:8])[C:5]([F:9])=[CH:4][C:3]=1[CH2:10][N:20]1[CH:21]([CH3:24])[CH2:22][CH2:23][CH:19]1[CH3:18]. The catalyst class is: 10. (3) Reactant: [N:1]1[N:2]=[CH:3][N:4]2[CH:9]=[CH:8][CH:7]=[CH:6][C:5]=12.C1C(=O)N([Br:17])C(=O)C1.C(=O)([O-])[O-].[K+].[K+].[OH-].[K+]. Product: [Br:17][C:3]1[N:4]2[CH:9]=[CH:8][CH:7]=[CH:6][C:5]2=[N:1][N:2]=1. The catalyst class is: 22. (4) Reactant: [Br:1]Br.[C:3]([O:7][C:8]([N:10]1[CH2:15][CH2:14][N:13]([C:16]2[C:21]([C:22]([F:25])([F:24])[F:23])=[CH:20][CH:19]=[CH:18][N:17]=2)[CH2:12][C@H:11]1[CH3:26])=[O:9])([CH3:6])([CH3:5])[CH3:4]. Product: [C:3]([O:7][C:8]([N:10]1[CH2:15][CH2:14][N:13]([C:16]2[C:21]([C:22]([F:25])([F:23])[F:24])=[CH:20][C:19]([Br:1])=[CH:18][N:17]=2)[CH2:12][C@H:11]1[CH3:26])=[O:9])([CH3:6])([CH3:4])[CH3:5]. The catalyst class is: 4. (5) Reactant: C1(P(N=[N+]=[N-])(C2C=CC=CC=2)=[O:8])C=CC=CC=1.[O:18]1[C:22]2[CH:23]=[CH:24][C:25]([C:27]3[N:28]=[C:29]([C:39]45[CH2:46][CH2:45][C:42](C(O)=O)([CH2:43][CH2:44]4)[CH2:41][CH2:40]5)[NH:30][C:31]=3[C:32]3[CH:37]=[CH:36][CH:35]=[C:34]([CH3:38])[N:33]=3)=[CH:26][C:21]=2[O:20][CH2:19]1.C([N:53]([CH:56](C)C)CC)(C)C.[CH2:59]([OH:66])[C:60]1[CH:65]=[CH:64][CH:63]=[CH:62][CH:61]=1. Product: [CH2:59]([O:66][C:56](=[O:8])[NH:53][C:42]12[CH2:43][CH2:44][C:39]([C:29]3[NH:30][C:31]([C:32]4[CH:37]=[CH:36][CH:35]=[C:34]([CH3:38])[N:33]=4)=[C:27]([C:25]4[CH:24]=[CH:23][C:22]5[O:18][CH2:19][O:20][C:21]=5[CH:26]=4)[N:28]=3)([CH2:46][CH2:45]1)[CH2:40][CH2:41]2)[C:60]1[CH:65]=[CH:64][CH:63]=[CH:62][CH:61]=1. The catalyst class is: 11. (6) Reactant: [F:1][C:2]1[C:12]2[C:11](=[O:13])[CH2:10][CH2:9][CH2:8][CH2:7][C:6]=2[CH:5]=[C:4]([N:14]2[CH2:18][C@H:17]([CH2:19][NH:20][C:21](=[O:23])[CH3:22])[O:16][C:15]2=[O:24])[CH:3]=1.[Li+].C[Si]([N-][Si](C)(C)C)(C)C.[CH3:35][C:36]1[O:40][N:39]=[C:38]([C:41](Cl)=[O:42])[CH:37]=1.[Cl-].[NH4+]. Product: [F:1][C:2]1[C:12]2[C:11](=[O:13])[CH:10]([C:41]([C:38]3[CH:37]=[C:36]([CH3:35])[O:40][N:39]=3)=[O:42])[CH2:9][CH2:8][CH2:7][C:6]=2[CH:5]=[C:4]([N:14]2[CH2:18][C@H:17]([CH2:19][NH:20][C:21](=[O:23])[CH3:22])[O:16][C:15]2=[O:24])[CH:3]=1. The catalyst class is: 1.